Dataset: Forward reaction prediction with 1.9M reactions from USPTO patents (1976-2016). Task: Predict the product of the given reaction. The product is: [CH:19]1([NH:22][CH:15]2[CH2:16][CH2:17][CH:12]([NH:11][C:6]3[CH:7]=[CH:8][CH:9]=[C:10]4[C:5]=3[CH:4]=[CH:3][N:2]=[CH:1]4)[CH2:13][CH2:14]2)[CH2:21][CH2:20]1. Given the reactants [CH:1]1[C:10]2[C:5](=[C:6]([NH:11][CH:12]3[CH2:17][CH2:16][C:15](=O)[CH2:14][CH2:13]3)[CH:7]=[CH:8][CH:9]=2)[CH:4]=[CH:3][N:2]=1.[CH:19]1([NH2:22])[CH2:21][CH2:20]1.C(O[BH-](OC(=O)C)OC(=O)C)(=O)C.[Na+].Cl.CO, predict the reaction product.